Dataset: Forward reaction prediction with 1.9M reactions from USPTO patents (1976-2016). Task: Predict the product of the given reaction. (1) Given the reactants Br[CH2:2][CH2:3][CH2:4][CH2:5][CH2:6][C:7]1[C:13]2[CH:14]=[CH:15][C:16]([OH:18])=[CH:17][C:12]=2[CH2:11][CH2:10][CH2:9][C:8]=1[C:19]1[CH:24]=[CH:23][C:22]([F:25])=[C:21]([OH:26])[CH:20]=1.[CH3:27][NH:28][CH2:29][CH2:30][CH2:31][CH2:32][S:33]([CH2:36][CH2:37][CH2:38][C:39]([F:45])([F:44])[C:40]([F:43])([F:42])[F:41])(=[O:35])=[O:34], predict the reaction product. The product is: [F:25][C:22]1[CH:23]=[CH:24][C:19]([C:8]2[CH2:9][CH2:10][CH2:11][C:12]3[CH:17]=[C:16]([OH:18])[CH:15]=[CH:14][C:13]=3[C:7]=2[CH2:6][CH2:5][CH2:4][CH2:3][CH2:2][N:28]([CH3:27])[CH2:29][CH2:30][CH2:31][CH2:32][S:33]([CH2:36][CH2:37][CH2:38][C:39]([F:45])([F:44])[C:40]([F:41])([F:42])[F:43])(=[O:35])=[O:34])=[CH:20][C:21]=1[OH:26]. (2) Given the reactants CS(O[CH2:6][C@H:7]1[CH2:12][CH2:11][C@H:10]([NH:13][C:14]([O:16][C:17]([CH3:20])([CH3:19])[CH3:18])=[O:15])[CH2:9][CH2:8]1)(=O)=O.[C-:21]#[N:22].[Na+], predict the reaction product. The product is: [C:21]([CH2:6][C@H:7]1[CH2:12][CH2:11][C@H:10]([NH:13][C:14](=[O:15])[O:16][C:17]([CH3:20])([CH3:19])[CH3:18])[CH2:9][CH2:8]1)#[N:22].